This data is from Full USPTO retrosynthesis dataset with 1.9M reactions from patents (1976-2016). The task is: Predict the reactants needed to synthesize the given product. (1) The reactants are: [N:1]1[C:8](Cl)=[N:7][C:5]([Cl:6])=[N:4][C:2]=1[Cl:3].C([O-])([O-])=O.[K+].[K+].[CH2:16]([OH:18])[CH3:17]. Given the product [Cl:3][C:2]1[N:4]=[C:5]([Cl:6])[N:7]=[C:8]([O:18][CH2:16][CH3:17])[N:1]=1, predict the reactants needed to synthesize it. (2) The reactants are: Br[C:2]1[CH:9]=[CH:8][C:5]([C:6]#[N:7])=[C:4]([O:10][CH3:11])[CH:3]=1.[CH:12](N(C(C)C)CC)(C)[CH3:13].C([Sn](CCCC)(CCCC)C=C)CCC. Given the product [CH:12]([C:2]1[CH:9]=[CH:8][C:5]([C:6]#[N:7])=[C:4]([O:10][CH3:11])[CH:3]=1)=[CH2:13], predict the reactants needed to synthesize it. (3) The reactants are: C1C=C2C3[C:12]([C:13]([C:21]4[CH:26]=[CH:25][C:24](O)=[CH:23][CH:22]=4)(C4C=CC(O)=CC=4)C2=CC=1)=[CH:11][CH:10]=[CH:9][CH:8]=3.N1[CH:33]=[CH:32][CH:31]=[CH:30][CH:29]=1.[CH2:34]1COC[CH2:35]1. Given the product [C:21]1([C:13]2[C:12]3[CH2:35][C:34]4[C:29](=[CH:30][CH:31]=[CH:32][CH:33]=4)[C:11]=3[CH:10]=[CH:9][CH:8]=2)[CH:26]=[CH:25][CH:24]=[CH:23][CH:22]=1, predict the reactants needed to synthesize it.